Predict the reaction yield, written as a fraction of the theoretical maximum amount of product (1.0 means a 100% yield; for example, 0.34 means a 34% yield). From a dataset of Reaction yield outcomes from USPTO patents with 853,638 reactions. (1) The reactants are C([O:3][C:4]([C:6]1(C(OCC)=O)[S:10][C:9]2[CH:11]=[C:12]([F:23])[CH:13]=[C:14]([C:15]3[C:20]([Cl:21])=[CH:19][CH:18]=[CH:17][C:16]=3[Cl:22])[C:8]=2[O:7]1)=[O:5])C.Cl.C(O)(=O)C. The catalyst is O. The product is [Cl:21][C:20]1[CH:19]=[CH:18][CH:17]=[C:16]([Cl:22])[C:15]=1[C:14]1[C:8]2[O:7][CH:6]([C:4]([OH:5])=[O:3])[S:10][C:9]=2[CH:11]=[C:12]([F:23])[CH:13]=1. The yield is 1.00. (2) The reactants are [Cl:1][C:2]1[CH:3]=[N:4][N:5]([CH3:41])[C:6]=1[C:7]1[CH:8]=[C:9]([C:14]([NH:16][C@@H:17]([CH2:30][C:31]2[CH:36]=[CH:35][CH:34]=[CH:33][C:32]=2[C:37]([F:40])([F:39])[F:38])[CH2:18][N:19]2C(=O)C3C(=CC=CC=3)C2=O)=[O:15])[O:10][C:11]=1[CH2:12][CH3:13].NN. The catalyst is O1CCCC1.CO. The product is [NH2:19][CH2:18][C@@H:17]([NH:16][C:14]([C:9]1[O:10][C:11]([CH2:12][CH3:13])=[C:7]([C:6]2[N:5]([CH3:41])[N:4]=[CH:3][C:2]=2[Cl:1])[CH:8]=1)=[O:15])[CH2:30][C:31]1[CH:36]=[CH:35][CH:34]=[CH:33][C:32]=1[C:37]([F:40])([F:39])[F:38]. The yield is 0.700. (3) The reactants are Cl[C:2]1[N:11]=[C:10]([NH:12][CH2:13][CH:14]([N:21]2[CH2:26][CH2:25][N:24]([CH3:27])[CH2:23][CH2:22]2)[C:15]2[CH:20]=[CH:19][CH:18]=[CH:17][CH:16]=2)[C:9]2[C:4](=[CH:5][CH:6]=[CH:7][CH:8]=2)[N:3]=1.[N:28]1[CH:29]=[CH:30][N:31]2[CH:36]=[C:35](B(O)O)[CH:34]=[CH:33][C:32]=12.N1C=CN2C=C(C3N=C(NCC(C4C=CC=CC=4)C4NC=CC=4)C4C(=CC=CC=4)N=3)C=CC=12. The yield is 0.590. The product is [N:28]1[CH:29]=[CH:30][N:31]2[CH:36]=[C:35]([C:2]3[N:11]=[C:10]([NH:12][CH2:13][CH:14]([N:21]4[CH2:26][CH2:25][N:24]([CH3:27])[CH2:23][CH2:22]4)[C:15]4[CH:20]=[CH:19][CH:18]=[CH:17][CH:16]=4)[C:9]4[C:4](=[CH:5][CH:6]=[CH:7][CH:8]=4)[N:3]=3)[CH:34]=[CH:33][C:32]=12. The catalyst is CCOC(C)=O. (4) The reactants are C[O:2][C:3](=[O:39])[CH2:4][C:5]1[CH:10]=[CH:9][C:8]([CH2:11][N:12]([C:14]2[CH:19]=[CH:18][C:17]([O:20][CH2:21][C:22]3[N:23]([C:30]4[C:35]([Cl:36])=[CH:34][CH:33]=[CH:32][C:31]=4[Cl:37])[N:24]=[CH:25][C:26]=3[CH:27]([CH3:29])[CH3:28])=[CH:16][C:15]=2[CH3:38])[CH3:13])=[CH:7][CH:6]=1.[OH-].[Li+]. The catalyst is O1CCOCC1. The product is [Cl:37][C:31]1[CH:32]=[CH:33][CH:34]=[C:35]([Cl:36])[C:30]=1[N:23]1[C:22]([CH2:21][O:20][C:17]2[CH:18]=[CH:19][C:14]([N:12]([CH2:11][C:8]3[CH:7]=[CH:6][C:5]([CH2:4][C:3]([OH:39])=[O:2])=[CH:10][CH:9]=3)[CH3:13])=[C:15]([CH3:38])[CH:16]=2)=[C:26]([CH:27]([CH3:29])[CH3:28])[CH:25]=[N:24]1. The yield is 0.950. (5) The product is [Br:11][C:12]1[CH:13]=[CH:14][C:15]([O:4][CH2:3][C:2]([CH3:5])([N:6]2[CH:10]=[N:9][N:8]=[N:7]2)[CH3:1])=[CH:16][N:17]=1. The reactants are [CH3:1][C:2]([N:6]1[CH:10]=[N:9][N:8]=[N:7]1)([CH3:5])[CH2:3][OH:4].[Br:11][C:12]1[N:17]=[CH:16][C:15](O)=[CH:14][CH:13]=1. The yield is 0.740. The catalyst is C1(C)C=CC=CC=1. (6) The reactants are F[B-](F)(F)F.C(N([S+](F)F)CC)C.[Cl:14][C:15]1[N:20]=[CH:19][C:18]([C:21]2([C:28]#[N:29])[CH2:26][CH2:25][C:24](=O)[CH2:23][CH2:22]2)=[CH:17][CH:16]=1.[FH:30].[FH:31].F.C(N(CC)CC)C. The catalyst is C(Cl)Cl. The product is [Cl:14][C:15]1[N:20]=[CH:19][C:18]([C:21]2([C:28]#[N:29])[CH2:26][CH2:25][C:24]([F:31])([F:30])[CH2:23][CH2:22]2)=[CH:17][CH:16]=1. The yield is 0.540. (7) The reactants are [NH2:1][C:2]1[CH:7]=[C:6]([CH3:8])[C:5]([CH3:9])=[CH:4][C:3]=1[NH:10][CH2:11][CH2:12][CH2:13][CH2:14][CH2:15][OH:16].O.[NH:18]1[C:26](=[O:27])[C:24](=O)[C:22](=O)[NH:21][C:19]1=[O:20].[B]=O. The catalyst is C(O)(=O)C. The product is [OH:16][CH2:15][CH2:14][CH2:13][CH2:12][CH2:11][N:10]1[C:22]2[C:24]([C:26](=[O:27])[NH:18][C:19](=[O:20])[N:21]=2)=[N:1][C:2]2[CH:7]=[C:6]([CH3:8])[C:5]([CH3:9])=[CH:4][C:3]1=2. The yield is 0.370. (8) The reactants are [N:1]([CH2:4][CH:5]([C:10]1[CH:15]=[CH:14][C:13]([NH:16][C:17]([C:19]2[N:20]([CH2:26][O:27][CH2:28][CH2:29][Si:30]([CH3:33])([CH3:32])[CH3:31])[CH:21]=[C:22]([C:24]#[N:25])[N:23]=2)=[O:18])=[C:12]([C:34]2[CH2:39][CH2:38][CH2:37][CH2:36][CH:35]=2)[CH:11]=1)[CH2:6][N:7]=[N+]=[N-])=[N+]=[N-].O.CO.[NH4+].[Cl-]. The catalyst is C1COCC1.[Zn]. The product is [NH2:7][CH2:6][CH:5]([C:10]1[CH:15]=[CH:14][C:13]([NH:16][C:17]([C:19]2[N:20]([CH2:26][O:27][CH2:28][CH2:29][Si:30]([CH3:33])([CH3:31])[CH3:32])[CH:21]=[C:22]([C:24]#[N:25])[N:23]=2)=[O:18])=[C:12]([C:34]2[CH2:39][CH2:38][CH2:37][CH2:36][CH:35]=2)[CH:11]=1)[CH2:4][NH2:1]. The yield is 0.420. (9) The product is [OH:4][CH2:5][C:6]1[CH:11]=[CH:10][N:9]2[N:12]=[C:13]([NH:26][C:27](=[O:32])[C:28]([F:30])([F:31])[F:29])[C:14]([C:15]([NH:17][C:18]3[CH:19]=[N:20][CH:21]=[CH:22][C:23]=3[O:24][CH3:25])=[O:16])=[C:8]2[N:7]=1. The yield is 0.840. The reactants are C([O:4][CH2:5][C:6]1[CH:11]=[CH:10][N:9]2[N:12]=[C:13]([NH:26][C:27](=[O:32])[C:28]([F:31])([F:30])[F:29])[C:14]([C:15]([NH:17][C:18]3[CH:19]=[N:20][CH:21]=[CH:22][C:23]=3[O:24][CH3:25])=[O:16])=[C:8]2[N:7]=1)C=C.CN1C(=O)CC(=O)N(C)C1=O.C(Cl)Cl.CO. The catalyst is C(Cl)Cl.CO.C1C=CC([P]([Pd]([P](C2C=CC=CC=2)(C2C=CC=CC=2)C2C=CC=CC=2)([P](C2C=CC=CC=2)(C2C=CC=CC=2)C2C=CC=CC=2)[P](C2C=CC=CC=2)(C2C=CC=CC=2)C2C=CC=CC=2)(C2C=CC=CC=2)C2C=CC=CC=2)=CC=1.